From a dataset of Forward reaction prediction with 1.9M reactions from USPTO patents (1976-2016). Predict the product of the given reaction. (1) Given the reactants [Br:1][C:2]1[CH:31]=[CH:30][C:29]([F:32])=[CH:28][C:3]=1[O:4][CH:5]1[CH2:10][CH2:9][N:8]([C:11]2[S:12][C:13]3[C:18]([Cl:19])=[N:17][C:16]([S:20][CH2:21][C:22]([O:24]CC)=[O:23])=[N:15][C:14]=3[N:27]=2)[CH2:7][CH2:6]1.[OH-].[Li+], predict the reaction product. The product is: [Br:1][C:2]1[CH:31]=[CH:30][C:29]([F:32])=[CH:28][C:3]=1[O:4][CH:5]1[CH2:10][CH2:9][N:8]([C:11]2[S:12][C:13]3[C:18]([Cl:19])=[N:17][C:16]([S:20][CH2:21][C:22]([OH:24])=[O:23])=[N:15][C:14]=3[N:27]=2)[CH2:7][CH2:6]1. (2) Given the reactants [C:1]([C:4]12[CH2:11][CH2:10][C:7]([NH:12][CH2:13][C:14]([N:16]3[CH2:20][C@@H:19]([F:21])[CH2:18][C@H:17]3[C:22]#[N:23])=[O:15])([CH2:8][CH2:9]1)[CH2:6][CH2:5]2)([OH:3])=O.[NH2:24][C:25]1[CH:35]=[CH:34][C:28]([C:29]([O:31][CH2:32][CH3:33])=[O:30])=[CH:27][CH:26]=1, predict the reaction product. The product is: [CH2:32]([O:31][C:29]([C:28]1[CH:27]=[CH:26][C:25]([NH:24][C:1]([C:4]23[CH2:9][CH2:8][C:7]([NH:12][CH2:13][C:14]([N:16]4[CH2:20][C@@H:19]([F:21])[CH2:18][C@H:17]4[C:22]#[N:23])=[O:15])([CH2:10][CH2:11]2)[CH2:6][CH2:5]3)=[O:3])=[CH:35][CH:34]=1)=[O:30])[CH3:33]. (3) Given the reactants [NH2:1][C:2]1[CH:23]=[CH:22][C:5]2[C:6]([CH3:21])([CH3:20])[CH2:7][CH:8]([NH:12][C:13]([N:15]3[CH2:19][CH2:18][CH2:17][CH2:16]3)=[O:14])[C:9](=[O:11])[NH:10][C:4]=2[CH:3]=1.Cl[C:25]1[N:30]=[C:29]([NH:31][C:32]2[C:41]([F:42])=[CH:40][CH:39]=[CH:38][C:33]=2[C:34]([NH:36][CH3:37])=[O:35])[C:28]([Cl:43])=[CH:27][N:26]=1, predict the reaction product. The product is: [Cl:43][C:28]1[C:29]([NH:31][C:32]2[C:33]([C:34](=[O:35])[NH:36][CH3:37])=[CH:38][CH:39]=[CH:40][C:41]=2[F:42])=[N:30][C:25]([NH:1][C:2]2[CH:23]=[CH:22][C:5]3[C:6]([CH3:20])([CH3:21])[CH2:7][CH:8]([NH:12][C:13]([N:15]4[CH2:19][CH2:18][CH2:17][CH2:16]4)=[O:14])[C:9](=[O:11])[NH:10][C:4]=3[CH:3]=2)=[N:26][CH:27]=1. (4) Given the reactants Br[C:2]([CH3:25])([CH3:24])[C:3]([C:5]1[CH:10]=[CH:9][C:8]([C:11]23[CH2:18][CH2:17][C:14]([CH2:19][C:20]([O:22][CH3:23])=[O:21])([CH2:15][CH2:16]2)[CH2:13][CH2:12]3)=[CH:7][CH:6]=1)=O.[NH2:26][C:27]1[C:28]([OH:34])=[N:29][CH:30]=[N:31][C:32]=1[NH2:33].Cl, predict the reaction product. The product is: [NH2:33][C:32]1[C:27]2[N:26]=[C:3]([C:5]3[CH:10]=[CH:9][C:8]([C:11]45[CH2:16][CH2:15][C:14]([CH2:19][C:20]([O:22][CH3:23])=[O:21])([CH2:13][CH2:12]4)[CH2:17][CH2:18]5)=[CH:7][CH:6]=3)[C:2]([CH3:24])([CH3:25])[O:34][C:28]=2[N:29]=[CH:30][N:31]=1. (5) Given the reactants Br[C:2]1[CH:14]=[CH:13][C:5]([C:6]([O:8][C:9]([CH3:12])([CH3:11])[CH3:10])=[O:7])=[C:4]([NH:15][C:16]2[CH:21]=[CH:20][C:19]([F:22])=[CH:18][CH:17]=2)[CH:3]=1.[OH:23][C:24]1[CH:29]=[CH:28][C:27](B(O)O)=[CH:26][CH:25]=1.C(=O)([O-])[O-].[Na+].[Na+], predict the reaction product. The product is: [F:22][C:19]1[CH:20]=[CH:21][C:16]([NH:15][C:4]2[CH:3]=[C:2]([C:27]3[CH:28]=[CH:29][C:24]([OH:23])=[CH:25][CH:26]=3)[CH:14]=[CH:13][C:5]=2[C:6]([O:8][C:9]([CH3:12])([CH3:11])[CH3:10])=[O:7])=[CH:17][CH:18]=1. (6) The product is: [Br:22][C:16]1[CH:15]=[C:14]([C:12]([C:4]2[C:5]3[CH:6]=[CH:7][CH:8]=[CH:9][C:10]=3[O:11][C:3]=2[CH2:2][CH3:1])=[O:13])[CH:19]=[C:18]([Br:20])[C:17]=1[O:21][S:29]([C:32]1[CH:40]=[CH:39][C:35]([C:36]([OH:38])=[O:37])=[C:34]([OH:41])[CH:33]=1)(=[O:31])=[O:30]. Given the reactants [CH3:1][CH2:2][C:3]1[O:11][C:10]2[CH:9]=[CH:8][CH:7]=[CH:6][C:5]=2[C:4]=1[C:12]([C:14]1[CH:15]=[C:16]([Br:22])[C:17]([OH:21])=[C:18]([Br:20])[CH:19]=1)=[O:13].C1COCC1.Cl[S:29]([C:32]1[CH:40]=[CH:39][C:35]([C:36]([OH:38])=[O:37])=[C:34]([OH:41])[CH:33]=1)(=[O:31])=[O:30], predict the reaction product.